Task: Predict which catalyst facilitates the given reaction.. Dataset: Catalyst prediction with 721,799 reactions and 888 catalyst types from USPTO (1) Reactant: [NH2:1][CH:2]1[CH2:7][CH2:6][N:5]([C:8]([O:10][C:11]([CH3:14])([CH3:13])[CH3:12])=[O:9])[CH2:4][CH2:3]1.CCN(C(C)C)C(C)C.[F:24][C:25]([F:32])([F:31])[C:26](OCC)=[O:27]. Product: [F:24][C:25]([F:32])([F:31])[C:26]([NH:1][CH:2]1[CH2:3][CH2:4][N:5]([C:8]([O:10][C:11]([CH3:14])([CH3:13])[CH3:12])=[O:9])[CH2:6][CH2:7]1)=[O:27]. The catalyst class is: 2. (2) Reactant: C(OCC1OC1)C1OC1.OC1C=CC([C:17]([C:20]2[CH:25]=[CH:24][C:23](O)=[CH:22][CH:21]=2)(C)C)=CC=1.CC(C1C=CC(OCC2OC2)=CC=1)(C1C=CC(OCC2OC2)=CC=1)C.F[Sb-](F)(F)(F)(F)F.C([Br:66])C1C=CC=CC=1.[N:67]1[CH:72]=[CH:71][N:70]=[CH:69][CH:68]=1. Product: [Br-:66].[CH2:17]([N+:67]1[CH:72]=[CH:71][N:70]=[CH:69][CH:68]=1)[C:20]1[CH:21]=[CH:22][CH:23]=[CH:24][CH:25]=1. The catalyst class is: 17. (3) Reactant: O[C:2]([CH3:8])([CH3:7])CC(O)=O.[CH:9]1[CH:14]=[N:13][C:12]2N(O)N=N[C:11]=2C=1.[CH3:19]N(C(ON1N=NC2C=CC=NC1=2)=[N+](C)C)C.F[P-](F)(F)(F)(F)F. Product: [CH3:9][CH2:14][N:13]([CH:2]([CH3:7])[CH3:8])[CH:12]([CH3:11])[CH3:19]. The catalyst class is: 3. (4) The catalyst class is: 17. Reactant: [O:1]([CH2:19][CH2:20][C:21]1([CH2:27][CH2:28][C:29]([CH2:35][OH:36])([CH2:32][CH2:33][OH:34])[CH2:30][OH:31])[CH2:26][CH2:25][CH2:24][CH2:23][CH2:22]1)[Si:2]([C:15]([CH3:18])([CH3:17])[CH3:16])([C:9]1[CH:14]=[CH:13][CH:12]=[CH:11][CH:10]=1)[C:3]1[CH:8]=[CH:7][CH:6]=[CH:5][CH:4]=1.C(O[C:41](=[O:43])[CH3:42])(=O)C. Product: [C:19]([O:31][CH2:30][C:29]([CH2:28][CH2:27][C:21]1([CH2:20][CH2:19][O:1][Si:2]([C:15]([CH3:17])([CH3:18])[CH3:16])([C:9]2[CH:14]=[CH:13][CH:12]=[CH:11][CH:10]=2)[C:3]2[CH:4]=[CH:5][CH:6]=[CH:7][CH:8]=2)[CH2:26][CH2:25][CH2:24][CH2:23][CH2:22]1)([CH2:32][CH2:33][O:34][C:41](=[O:43])[CH3:42])[CH2:35][O:36][C:30](=[O:31])[CH3:29])(=[O:1])[CH3:20].